Dataset: Catalyst prediction with 721,799 reactions and 888 catalyst types from USPTO. Task: Predict which catalyst facilitates the given reaction. (1) Reactant: [F:1][C:2]1[CH:22]=[CH:21][CH:20]=[CH:19][C:3]=1[CH2:4][O:5][C:6]1[CH:18]=[CH:17][C:9]([CH:10]=[N:11][C@@H:12]([CH3:16])[C:13]([NH2:15])=[O:14])=[CH:8][CH:7]=1.[BH4-].[Na+]. Product: [F:1][C:2]1[CH:22]=[CH:21][CH:20]=[CH:19][C:3]=1[CH2:4][O:5][C:6]1[CH:7]=[CH:8][C:9]([CH2:10][NH:11][C@@H:12]([CH3:16])[C:13]([NH2:15])=[O:14])=[CH:17][CH:18]=1. The catalyst class is: 5. (2) Reactant: [C:1]1([C:7]2[CH:8]=[C:9]([C:22]([NH2:24])=[O:23])[C:10]3[CH:11]=[N:12][N:13]([CH:16]4[CH2:21][CH2:20][CH2:19][NH:18][CH2:17]4)[C:14]=3[CH:15]=2)[CH:6]=[CH:5][CH:4]=[CH:3][CH:2]=1.C(N(CC)CC)C.[C:32]1([S:38](Cl)(=[O:40])=[O:39])[CH:37]=[CH:36][CH:35]=[CH:34][CH:33]=1. Product: [C:1]1([C:7]2[CH:8]=[C:9]([C:22]([NH2:24])=[O:23])[C:10]3[CH:11]=[N:12][N:13]([CH:16]4[CH2:21][CH2:20][CH2:19][N:18]([S:38]([C:32]5[CH:37]=[CH:36][CH:35]=[CH:34][CH:33]=5)(=[O:40])=[O:39])[CH2:17]4)[C:14]=3[CH:15]=2)[CH:2]=[CH:3][CH:4]=[CH:5][CH:6]=1. The catalyst class is: 142.